Dataset: Full USPTO retrosynthesis dataset with 1.9M reactions from patents (1976-2016). Task: Predict the reactants needed to synthesize the given product. (1) Given the product [OH:3][C:4]1[CH:6]=[C:7]([CH2:8][C@H:9]2[CH2:10][CH2:11][C@H:12]([O:15][C:16]([N:18]3[CH2:19][CH2:20][C:25]4[C:26](=[CH:21][CH:22]=[C:23]([NH:28][C:29]([NH:31][C:32]5[CH:37]=[CH:36][CH:35]=[CH:34][C:33]=5[F:38])=[O:30])[CH:24]=4)[CH2:27]3)=[O:17])[CH2:13][CH2:14]2)[NH:44][N:45]=1, predict the reactants needed to synthesize it. The reactants are: C([O:3][C:4]([CH2:6][C:7](=O)[CH2:8][C@H:9]1[CH2:14][CH2:13][C@H:12]([O:15][C:16]([N:18]2[CH2:27][CH2:26][C:25]3[C:20](=[CH:21][CH:22]=[C:23]([NH:28][C:29]([NH:31][C:32]4[CH:37]=[CH:36][CH:35]=[CH:34][C:33]=4[F:38])=[O:30])[CH:24]=3)[CH2:19]2)=[O:17])[CH2:11][CH2:10]1)=O)C.C(O)C.O.[NH2:44][NH2:45]. (2) Given the product [F:45][C:46]([F:51])([F:50])[C:47]([OH:49])=[O:48].[Cl:26][C:27]1[C:41]([Cl:42])=[CH:40][C:30]2[N:31]([CH2:34][CH2:35][C:36]([NH:39][CH2:4][CH:5]([C:7]3[CH:8]=[C:9]([NH:13][S:14]([C:17]4[CH:18]=[CH:19][CH:20]=[CH:21][CH:22]=4)(=[O:15])=[O:16])[CH:10]=[CH:11][CH:12]=3)[OH:6])([CH3:38])[CH3:37])[CH:32]=[N:33][C:29]=2[CH:28]=1, predict the reactants needed to synthesize it. The reactants are: C(O[CH:4](O)[C:5]([C:7]1[CH:8]=[C:9]([NH:13][S:14]([C:17]2[CH:22]=[CH:21][CH:20]=[CH:19][CH:18]=2)(=[O:16])=[O:15])[CH:10]=[CH:11][CH:12]=1)=[O:6])C.Cl.Cl.[Cl:26][C:27]1[C:41]([Cl:42])=[CH:40][C:30]2[N:31]([CH2:34][CH2:35][C:36]([NH2:39])([CH3:38])[CH3:37])[CH:32]=[N:33][C:29]=2[CH:28]=1.[BH4-].[Na+].[F:45][C:46]([F:51])([F:50])[C:47]([OH:49])=[O:48]. (3) Given the product [CH2:28]([O:30][C:31](=[O:39])[CH:32]([O:36][CH2:37][CH3:38])[C:33]([NH:1][C@@H:2]1[C:8](=[O:9])[N:7]([CH2:10][CH2:11][O:12][CH2:13][C:14]2[CH:19]=[CH:18][CH:17]=[CH:16][CH:15]=2)[C:6]2[CH:20]=[CH:21][CH:22]=[CH:23][C:5]=2[C:4]2[CH:24]=[CH:25][CH:26]=[CH:27][C:3]1=2)=[O:34])[CH3:29], predict the reactants needed to synthesize it. The reactants are: [NH2:1][C@@H:2]1[C:8](=[O:9])[N:7]([CH2:10][CH2:11][O:12][CH2:13][C:14]2[CH:19]=[CH:18][CH:17]=[CH:16][CH:15]=2)[C:6]2[CH:20]=[CH:21][CH:22]=[CH:23][C:5]=2[C:4]2[CH:24]=[CH:25][CH:26]=[CH:27][C:3]1=2.[CH2:28]([O:30][C:31](=[O:39])[CH:32]([O:36][CH2:37][CH3:38])[C:33](O)=[O:34])[CH3:29]. (4) The reactants are: [C:1]([O:5][C:6](=[O:25])[N:7]([CH:18]([CH3:24])[CH2:19][C:20]([F:23])([F:22])[F:21])[CH2:8][C:9]1[CH:14]=[CH:13][CH:12]=[C:11]([N+:15]([O-])=O)[CH:10]=1)([CH3:4])([CH3:3])[CH3:2].[In].[Cl-].[NH4+]. Given the product [C:1]([O:5][C:6](=[O:25])[N:7]([CH:18]([CH3:24])[CH2:19][C:20]([F:22])([F:23])[F:21])[CH2:8][C:9]1[CH:14]=[CH:13][CH:12]=[C:11]([NH2:15])[CH:10]=1)([CH3:4])([CH3:2])[CH3:3], predict the reactants needed to synthesize it. (5) Given the product [CH3:12][O:11][C:5]1[CH:6]=[C:7]([O:9][CH3:10])[CH:8]=[C:3]([O:2][CH3:1])[C:4]=1[CH:13]([CH3:17])[CH2:14][CH2:15][OH:16], predict the reactants needed to synthesize it. The reactants are: [CH3:1][O:2][C:3]1[CH:8]=[C:7]([O:9][CH3:10])[CH:6]=[C:5]([O:11][CH3:12])[C:4]=1[C:13]([CH3:17])=[CH:14][CH2:15][OH:16].[H][H]. (6) Given the product [CH2:27]1[CH2:28][CH:26]1[CH2:29][O:30][C:31]1[C:38]([O:39][CH3:40])=[CH:37][CH:36]=[CH:35][C:32]=1/[CH:33]=[CH:1]/[C:2]1[N:3]=[C:4]2[S:5][C:6]3[CH:25]=[CH:24][CH:23]=[CH:22][C:7]=3[N:8]2[C:9](=[O:21])[C:10]=1[C:11]1[CH:12]=[CH:13][C:14]([C:17]([F:18])([F:19])[F:20])=[CH:15][CH:16]=1, predict the reactants needed to synthesize it. The reactants are: [CH3:1][C:2]1[N:3]=[C:4]2[N:8]([C:9](=[O:21])[C:10]=1[C:11]1[CH:16]=[CH:15][C:14]([C:17]([F:20])([F:19])[F:18])=[CH:13][CH:12]=1)[C:7]1[CH:22]=[CH:23][CH:24]=[CH:25][C:6]=1[S:5]2.[CH:26]1([CH2:29][O:30][C:31]2[C:38]([O:39][CH3:40])=[CH:37][CH:36]=[CH:35][C:32]=2[CH:33]=O)[CH2:28][CH2:27]1.[O-]CC.[Na+]. (7) Given the product [F:19][C:20]([F:37])([F:38])[O:21][C:22]1[CH:23]=[CH:24][C:25]([O:28][C:29]2[CH:30]=[C:31]([CH2:32][NH:33][C:11](=[O:13])[C:10]3[CH:14]=[CH:15][C:16]([CH3:18])=[N:17][C:9]=3[NH2:8])[CH:34]=[CH:35][CH:36]=2)=[CH:26][CH:27]=1, predict the reactants needed to synthesize it. The reactants are: C(N(CC)CC)C.[NH2:8][C:9]1[N:17]=[C:16]([CH3:18])[CH:15]=[CH:14][C:10]=1[C:11]([OH:13])=O.[F:19][C:20]([F:38])([F:37])[O:21][C:22]1[CH:27]=[CH:26][C:25]([O:28][C:29]2[CH:30]=[C:31]([CH:34]=[CH:35][CH:36]=2)[CH2:32][NH2:33])=[CH:24][CH:23]=1.CN([P+](ON1N=NC2C=CC=CC1=2)(N(C)C)N(C)C)C.F[P-](F)(F)(F)(F)F.